Predict which catalyst facilitates the given reaction. From a dataset of Catalyst prediction with 721,799 reactions and 888 catalyst types from USPTO. Reactant: [C:1]1(=O)[CH2:5][CH2:4][CH2:3][CH2:2]1.[CH2:7]([O:9][C:10]([C@H:12]1[C@@H:17]([NH2:18])[C@H:16]2[CH2:19][C@@H:13]1[CH2:14][CH2:15]2)=[O:11])[CH3:8].C([BH3-])#N.[Na+].C(=O)(O)[O-].[Na+]. Product: [CH2:7]([O:9][C:10]([C@H:12]1[C@@H:17]([NH:18][CH:1]2[CH2:5][CH2:4][CH2:3][CH2:2]2)[C@H:16]2[CH2:19][C@@H:13]1[CH2:14][CH2:15]2)=[O:11])[CH3:8]. The catalyst class is: 130.